Dataset: Full USPTO retrosynthesis dataset with 1.9M reactions from patents (1976-2016). Task: Predict the reactants needed to synthesize the given product. (1) Given the product [Cl:11][C:12]1[CH:17]=[CH:16][C:15]([C:18]2[CH2:23][C:22]([CH3:24])([CH3:25])[O:21][CH2:20][C:19]=2[CH:26]=[O:27])=[CH:14][CH:13]=1, predict the reactants needed to synthesize it. The reactants are: C(Cl)(=O)C(Cl)=O.CS(C)=O.[Cl:11][C:12]1[CH:17]=[CH:16][C:15]([C:18]2[CH2:23][C:22]([CH3:25])([CH3:24])[O:21][CH2:20][C:19]=2[CH2:26][OH:27])=[CH:14][CH:13]=1.C(N(CC)CC)C. (2) Given the product [CH3:32][C:8]1([CH3:31])[C:5]2=[N:6][CH:7]=[C:2]([N:39]3[CH2:44][CH2:43][O:42][CH2:41][CH2:40]3)[CH:3]=[C:4]2[N:10]([C:11]2[C:20]3[C:15](=[CH:16][C:17]([F:21])=[CH:18][CH:19]=3)[N:14]=[C:13]([C:22]3[CH:27]=[CH:26][CH:25]=[CH:24][N:23]=3)[C:12]=2[CH:28]([CH3:29])[CH3:30])[CH2:9]1, predict the reactants needed to synthesize it. The reactants are: Br[C:2]1[CH:3]=[C:4]2[N:10]([C:11]3[C:20]4[C:15](=[CH:16][C:17]([F:21])=[CH:18][CH:19]=4)[N:14]=[C:13]([C:22]4[CH:27]=[CH:26][CH:25]=[CH:24][N:23]=4)[C:12]=3[CH:28]([CH3:30])[CH3:29])[CH2:9][C:8]([CH3:32])([CH3:31])[C:5]2=[N:6][CH:7]=1.CC(C)([O-])C.[Na+].[NH:39]1[CH2:44][CH2:43][O:42][CH2:41][CH2:40]1.CC(C1C=C(C(C)C)C(C2C=CC=CC=2P(C2CCCCC2)C2CCCCC2)=C(C(C)C)C=1)C. (3) The reactants are: O[CH2:2][C:3]1[CH:8]=[C:7]([C:9]2[CH:10]=[C:11]([C:15]3[CH2:21][C:20](=[O:22])[NH:19][C:18]4[CH:23]=[C:24]([C:33]([F:36])([F:35])[F:34])[C:25]([O:27][CH2:28][C:29]([F:32])([F:31])[F:30])=[CH:26][C:17]=4[N:16]=3)[CH:12]=[CH:13][CH:14]=2)[CH:6]=[CH:5][N:4]=1.S(Cl)(Cl)=O.[Cl-].[NH:42]1[CH2:45][CH2:44][CH2:43]1. Given the product [N:42]1([CH2:2][C:3]2[CH:8]=[C:7]([C:9]3[CH:10]=[C:11]([C:15]4[CH2:21][C:20](=[O:22])[NH:19][C:18]5[CH:23]=[C:24]([C:33]([F:36])([F:34])[F:35])[C:25]([O:27][CH2:28][C:29]([F:30])([F:31])[F:32])=[CH:26][C:17]=5[N:16]=4)[CH:12]=[CH:13][CH:14]=3)[CH:6]=[CH:5][N:4]=2)[CH2:45][CH2:44][CH2:43]1, predict the reactants needed to synthesize it. (4) Given the product [Cl:1][C:2]1[CH:3]=[C:4]([C:10]2[CH:14]=[CH:13][N:12]([CH2:15][C@@H:16]([NH:18][C:19]([C:21]3[N:22]=[C:23]([CH2:26][N:38]4[C:34](=[O:40])[CH2:35][CH2:36][C:37]4=[O:39])[O:24][CH:25]=3)=[O:20])[CH3:17])[N:11]=2)[CH:5]=[CH:6][C:7]=1[C:8]#[N:9], predict the reactants needed to synthesize it. The reactants are: [Cl:1][C:2]1[CH:3]=[C:4]([C:10]2[CH:14]=[CH:13][N:12]([CH2:15][C@@H:16]([NH:18][C:19]([C:21]3[N:22]=[C:23]([CH2:26]Cl)[O:24][CH:25]=3)=[O:20])[CH3:17])[N:11]=2)[CH:5]=[CH:6][C:7]=1[C:8]#[N:9].C(=O)([O-])[O-].[K+].[K+].[C:34]1(=[O:40])[NH:38][C:37](=[O:39])[CH2:36][CH2:35]1.C(Cl)Cl. (5) Given the product [CH3:12][CH:8]1[C:9]2[C:4](=[CH:3][C:2]([C:5]3[CH:6]=[N:7][CH:8]=[CH:9][CH:4]=3)=[CH:11][CH:10]=2)[CH2:5][CH2:6][NH:7]1, predict the reactants needed to synthesize it. The reactants are: Br[C:2]1[CH:3]=[C:4]2[C:9](=[CH:10][CH:11]=1)[CH:8]([CH3:12])[NH:7][CH2:6][CH2:5]2.B(O)O. (6) Given the product [CH3:28][O:27][CH2:26][CH2:25][O:1][C:2]1[C:3]([CH2:12][N:13]2[C:14](=[O:23])[C:15]3[C:20](=[CH:19][CH:18]=[CH:17][CH:16]=3)[C:21]2=[O:22])=[C:4]2[C:9](=[CH:10][CH:11]=1)[N:8]=[CH:7][CH:6]=[CH:5]2, predict the reactants needed to synthesize it. The reactants are: [OH:1][C:2]1[C:3]([CH2:12][N:13]2[C:21](=[O:22])[C:20]3[C:15](=[CH:16][CH:17]=[CH:18][CH:19]=3)[C:14]2=[O:23])=[C:4]2[C:9](=[CH:10][CH:11]=1)[N:8]=[CH:7][CH:6]=[CH:5]2.Br[CH2:25][CH2:26][O:27][CH3:28].C(=O)([O-])[O-].[Cs+].[Cs+].C(=O)(O)[O-].[Na+]. (7) Given the product [CH2:1]([O:3][C:4]1[C:5]([F:12])=[CH:6][C:7]([O:11][C:14]2[N:15]=[C:16]([OH:24])[C:17]3[CH:23]=[CH:22][N:21]=[CH:20][C:18]=3[N:19]=2)=[CH:8][C:9]=1[F:10])[CH3:2], predict the reactants needed to synthesize it. The reactants are: [CH2:1]([O:3][C:4]1[C:9]([F:10])=[CH:8][C:7]([OH:11])=[CH:6][C:5]=1[F:12])[CH3:2].Cl[C:14]1[N:15]=[C:16]([OH:24])[C:17]2[CH:23]=[CH:22][N:21]=[CH:20][C:18]=2[N:19]=1. (8) Given the product [F:27][C:28]([F:33])([F:32])[C:29]([OH:31])=[O:30].[C:1]([N:4]([CH2:13][CH:14]1[CH2:19][CH2:18][NH:17][CH2:16][CH2:15]1)[CH2:5][C:6]1[CH:11]=[CH:10][C:9]([Cl:12])=[CH:8][CH:7]=1)(=[O:3])[CH3:2], predict the reactants needed to synthesize it. The reactants are: [C:1]([N:4]([CH2:13][CH:14]1[CH2:19][CH2:18][N:17](C(OC(C)(C)C)=O)[CH2:16][CH2:15]1)[CH2:5][C:6]1[CH:11]=[CH:10][C:9]([Cl:12])=[CH:8][CH:7]=1)(=[O:3])[CH3:2].[F:27][C:28]([F:33])([F:32])[C:29]([OH:31])=[O:30]. (9) The reactants are: [Cl:1][C:2]1[CH:9]=[C:8]([O:10][CH2:11][CH:12]2[CH2:14][CH2:13]2)[CH:7]=[C:6]([F:15])[C:3]=1[CH2:4][OH:5].[C:16]([O:20][C:21]([N:23]1[CH2:28][CH2:27][N:26]([C:29](Cl)=[O:30])[C@H:25]([CH2:32][CH3:33])[CH2:24]1)=[O:22])([CH3:19])([CH3:18])[CH3:17]. Given the product [Cl:1][C:2]1[CH:9]=[C:8]([O:10][CH2:11][CH:12]2[CH2:13][CH2:14]2)[CH:7]=[C:6]([F:15])[C:3]=1[CH2:4][O:5][C:29]([N:26]1[CH2:27][CH2:28][N:23]([C:21]([O:20][C:16]([CH3:18])([CH3:17])[CH3:19])=[O:22])[CH2:24][C@H:25]1[CH2:32][CH3:33])=[O:30], predict the reactants needed to synthesize it.